This data is from Full USPTO retrosynthesis dataset with 1.9M reactions from patents (1976-2016). The task is: Predict the reactants needed to synthesize the given product. (1) Given the product [NH3:7].[CH:16]([N:13]1[CH2:14][CH2:15][N:10]([C:8]([C:5]2[CH:6]=[N:7][C:2]([NH:19][CH2:20][CH2:21][N:22]3[CH2:27][CH2:26][CH2:25][CH2:24][CH2:23]3)=[CH:3][CH:4]=2)=[O:9])[CH2:11][CH2:12]1)([CH3:18])[CH3:17], predict the reactants needed to synthesize it. The reactants are: Cl[C:2]1[N:7]=[CH:6][C:5]([C:8]([N:10]2[CH2:15][CH2:14][N:13]([CH:16]([CH3:18])[CH3:17])[CH2:12][CH2:11]2)=[O:9])=[CH:4][CH:3]=1.[NH2:19][CH2:20][CH2:21][N:22]1[CH2:27][CH2:26][CH2:25][CH2:24][CH2:23]1. (2) The reactants are: [N+:1]([C:4]1[CH:10]=[CH:9][CH:8]=[CH:7][C:5]=1[NH2:6])([O-:3])=[O:2].[CH3:11][C:12]([O:15][C:16](O[C:16]([O:15][C:12]([CH3:14])([CH3:13])[CH3:11])=[O:17])=[O:17])([CH3:14])[CH3:13].C(O)(C(F)(F)F)=O. Given the product [C:12]([O:15][C:16](=[O:17])[NH:6][C:5]1[CH:7]=[CH:8][CH:9]=[CH:10][C:4]=1[N+:1]([O-:3])=[O:2])([CH3:14])([CH3:13])[CH3:11], predict the reactants needed to synthesize it. (3) The reactants are: Cl[CH2:2][CH2:3][CH2:4][CH2:5][C:6]([C:8]1[CH:13]=[CH:12][C:11]([Cl:14])=[CH:10][CH:9]=1)=[O:7].[CH3:15][CH:16]([CH3:32])[C:17]([NH:19][C:20]1[CH:25]=[CH:24][CH:23]=[C:22]([CH:26]2[CH2:31][CH2:30][NH:29][CH2:28][CH2:27]2)[CH:21]=1)=[O:18]. Given the product [Cl:14][C:11]1[CH:12]=[CH:13][C:8]([C:6](=[O:7])[CH2:5][CH2:4][CH2:3][CH2:2][N:29]2[CH2:30][CH2:31][CH:26]([C:22]3[CH:21]=[C:20]([NH:19][C:17](=[O:18])[CH:16]([CH3:15])[CH3:32])[CH:25]=[CH:24][CH:23]=3)[CH2:27][CH2:28]2)=[CH:9][CH:10]=1, predict the reactants needed to synthesize it. (4) The reactants are: [C-:1]#[N:2].[Na+].S(=O)(=O)(O)O.C#N.[C:11]([C:14]1[CH:15]=[C:16]([Cl:31])[C:17]([CH2:29]Br)=[C:18]([C:27]#[N:28])[C:19]=1[C:20]1[CH:25]=[CH:24][CH:23]=[C:22]([F:26])[CH:21]=1)(=[O:13])[CH3:12]. Given the product [C:11]([C:14]1[CH:15]=[C:16]([Cl:31])[C:17]([CH2:29][C:1]#[N:2])=[C:18]([C:27]#[N:28])[C:19]=1[C:20]1[CH:25]=[CH:24][CH:23]=[C:22]([F:26])[CH:21]=1)(=[O:13])[CH3:12], predict the reactants needed to synthesize it. (5) Given the product [N:1]([CH2:15][C:13]1[N:14]=[C:9]2[S:8][C:7]([CH3:18])=[C:6]([Br:5])[N:10]2[C:11](=[O:17])[CH:12]=1)=[N+:2]=[N-:3], predict the reactants needed to synthesize it. The reactants are: [N-:1]=[N+:2]=[N-:3].[Na+].[Br:5][C:6]1[N:10]2[C:11](=[O:17])[CH:12]=[C:13]([CH2:15]Cl)[N:14]=[C:9]2[S:8][C:7]=1[CH3:18]. (6) Given the product [CH2:25]([N:27]([CH2:28][CH3:29])[C:2]1[N:3]=[C:4]([NH:20][CH2:21][CH:22]2[CH2:24][CH2:23]2)[C:5]2[N:6]=[C:7]([NH:17][CH2:18][CH3:19])[N:8]=[C:9]([NH:12][CH2:13][CH:14]3[CH2:16][CH2:15]3)[C:10]=2[N:11]=1)[CH3:26], predict the reactants needed to synthesize it. The reactants are: Cl[C:2]1[N:3]=[C:4]([NH:20][CH2:21][CH:22]2[CH2:24][CH2:23]2)[C:5]2[N:6]=[C:7]([NH:17][CH2:18][CH3:19])[N:8]=[C:9]([NH:12][CH2:13][CH:14]3[CH2:16][CH2:15]3)[C:10]=2[N:11]=1.[CH2:25]([NH:27][CH2:28][CH3:29])[CH3:26]. (7) Given the product [N:25]1[CH:26]=[CH:27][CH:28]=[CH:29][C:24]=1[C:19]1[C:20]([C:21]([OH:23])=[O:22])=[C:13]2[CH2:17][CH2:16][CH2:15][N:14]2[N:18]=1, predict the reactants needed to synthesize it. The reactants are: [O-]CC.[Na+].C1(C)C=CC=CC=1.O=[C:13]1[CH2:17][CH2:16][CH2:15][N:14]1[N:18]=[C:19]([C:24]1[CH:29]=[CH:28][CH:27]=[CH:26][N:25]=1)[CH2:20][C:21]([OH:23])=[O:22].Cl. (8) The reactants are: F[C:2]1[CH:9]=[C:8]([C:10]([F:13])([F:12])[F:11])[CH:7]=[CH:6][C:3]=1[C:4]#[N:5].[CH3:14][NH:15][NH2:16]. Given the product [CH3:14][N:15]1[C:2]2[C:3](=[CH:6][CH:7]=[C:8]([C:10]([F:11])([F:12])[F:13])[CH:9]=2)[C:4]([NH2:5])=[N:16]1, predict the reactants needed to synthesize it. (9) Given the product [NH2:3][C:4]1[C:13]2[N:14]=[C:15]([CH2:22][O:23][N:24]=[C:26]([CH3:28])[CH3:25])[N:16]([CH2:17][C:18]([OH:20])([CH3:19])[CH3:21])[C:12]=2[C:11]2[N:10]=[CH:9][CH:8]=[CH:7][C:6]=2[N:5]=1, predict the reactants needed to synthesize it. The reactants are: CO.[NH2:3][C:4]1[C:13]2[N:14]=[C:15]([CH2:22][O:23][NH2:24])[N:16]([CH2:17][C:18]([CH3:21])([OH:20])[CH3:19])[C:12]=2[C:11]2[N:10]=[CH:9][CH:8]=[CH:7][C:6]=2[N:5]=1.[CH3:25][C:26]([CH3:28])=O.